This data is from Forward reaction prediction with 1.9M reactions from USPTO patents (1976-2016). The task is: Predict the product of the given reaction. (1) Given the reactants [Cl:1][C:2]1[CH:9]=[C:8]([N:10]([C@H:22]2[CH2:26][CH2:25][NH:24][CH2:23]2)[CH2:11][C:12]2[CH:17]=[CH:16][CH:15]=[CH:14][C:13]=2[C:18]([F:21])([F:20])[F:19])[CH:7]=[CH:6][C:3]=1[C:4]#[N:5].[CH2:27]([S:29](Cl)(=[O:31])=[O:30])[CH3:28], predict the reaction product. The product is: [Cl:1][C:2]1[CH:9]=[C:8]([N:10]([C@H:22]2[CH2:26][CH2:25][N:24]([S:29]([CH2:27][CH3:28])(=[O:31])=[O:30])[CH2:23]2)[CH2:11][C:12]2[CH:17]=[CH:16][CH:15]=[CH:14][C:13]=2[C:18]([F:19])([F:20])[F:21])[CH:7]=[CH:6][C:3]=1[C:4]#[N:5]. (2) Given the reactants Br[C:2]1[CH:3]=[N:4][N:5]([C:9]2[CH:22]=[CH:21][C:12]([C:13]([NH:15][CH2:16][CH2:17][CH2:18][O:19][CH3:20])=[O:14])=[CH:11][N:10]=2)[C:6]=1[O:7][CH3:8].[F:23][C:24]1[CH:25]=[C:26]([CH:29]=[CH:30][C:31]=1B1OC(C)(C)C(C)(C)O1)[C:27]#[N:28].C(=O)(O)[O-].[Na+], predict the reaction product. The product is: [C:27]([C:26]1[CH:29]=[CH:30][C:31]([C:2]2[CH:3]=[N:4][N:5]([C:9]3[CH:22]=[CH:21][C:12]([C:13]([NH:15][CH2:16][CH2:17][CH2:18][O:19][CH3:20])=[O:14])=[CH:11][N:10]=3)[C:6]=2[O:7][CH3:8])=[C:24]([F:23])[CH:25]=1)#[N:28]. (3) Given the reactants [OH:1][C:2]1[CH:3]=[C:4]2[C:8](=[CH:9][CH:10]=1)[N:7]([CH2:11][C:12]1[CH:13]=[C:14]([CH:19]=[CH:20][CH:21]=1)[C:15]([O:17][CH3:18])=[O:16])[CH:6]=[CH:5]2.[CH3:22][CH:23]([C:25]1[O:29][N:28]=[C:27]([C:30]2[CH:35]=[CH:34][CH:33]=[CH:32][C:31]=2[O:36][C:37]([F:40])([F:39])[F:38])[C:26]=1[CH2:41]O)[CH3:24].C1(P(C2C=CC=CC=2)C2C=CC=CC=2)C=CC=CC=1.N(C(OC(C)C)=O)=NC(OC(C)C)=O, predict the reaction product. The product is: [CH3:24][CH:23]([C:25]1[O:29][N:28]=[C:27]([C:30]2[CH:35]=[CH:34][CH:33]=[CH:32][C:31]=2[O:36][C:37]([F:38])([F:40])[F:39])[C:26]=1[CH2:41][O:1][C:2]1[CH:3]=[C:4]2[C:8](=[CH:9][CH:10]=1)[N:7]([CH2:11][C:12]1[CH:13]=[C:14]([CH:19]=[CH:20][CH:21]=1)[C:15]([O:17][CH3:18])=[O:16])[CH:6]=[CH:5]2)[CH3:22]. (4) Given the reactants [Br:1][C:2]1[CH:7]=[CH:6][C:5](I)=[CH:4][CH:3]=1.[CH2:9]([OH:12])[C:10]#[CH:11], predict the reaction product. The product is: [Br:1][C:2]1[CH:7]=[CH:6][C:5]([C:11]#[C:10][CH2:9][OH:12])=[CH:4][CH:3]=1. (5) Given the reactants [CH:1]1([CH2:4][O:5][C:6]2[CH:7]=[C:8]([CH:14]([NH2:20])[CH2:15][S:16]([CH3:19])(=[O:18])=[O:17])[CH:9]=[CH:10][C:11]=2[O:12][CH3:13])[CH2:3][CH2:2]1.[C:21]([NH:24][C:25]1[CH:35]=[CH:34][CH:33]=[C:27]2[C:28]([O:30][C:31](=O)[C:26]=12)=[O:29])(=[O:23])[CH3:22].C([O-])(=O)C.[Na+], predict the reaction product. The product is: [CH:1]1([CH2:4][O:5][C:6]2[CH:7]=[C:8]([CH:14]([N:20]3[C:31](=[O:30])[C:26]4[C:27](=[CH:33][CH:34]=[CH:35][C:25]=4[NH:24][C:21](=[O:23])[CH3:22])[C:28]3=[O:29])[CH2:15][S:16]([CH3:19])(=[O:17])=[O:18])[CH:9]=[CH:10][C:11]=2[O:12][CH3:13])[CH2:3][CH2:2]1. (6) Given the reactants [CH3:1][O:2][C:3]1[CH:8]=[C:7]([O:9][CH3:10])[N:6]=[CH:5][N:4]=1.CC(OC(C)=O)=O.C1C(=O)N([Br:25])C(=O)C1.O, predict the reaction product. The product is: [Br:25][C:8]1[C:3]([O:2][CH3:1])=[N:4][CH:5]=[N:6][C:7]=1[O:9][CH3:10]. (7) Given the reactants [C:1]([O:8][CH2:9][CH3:10])(=[O:7])[C:2]([O:4]CC)=O.[O-]CC.[Na+].[C:15]([C:22]1[CH:27]=[CH:26][CH:25]=[CH:24][CH:23]=1)(=[O:21])[CH2:16][CH2:17][CH2:18][CH2:19][CH3:20], predict the reaction product. The product is: [CH2:9]([O:8][C:1](=[O:7])[C:2](=[O:4])[CH:16]([C:15](=[O:21])[C:22]1[CH:27]=[CH:26][CH:25]=[CH:24][CH:23]=1)[CH2:17][CH2:18][CH2:19][CH3:20])[CH3:10]. (8) The product is: [F:14][C:12]1[CH:13]=[C:8]([O:19][CH2:3][C:2]([F:6])([F:5])[F:1])[C:9]([N+:16]([O-:18])=[O:17])=[C:10]([O:4][CH2:3][C:2]([F:6])([F:5])[F:1])[CH:11]=1. Given the reactants [F:1][C:2]([F:6])([F:5])[CH2:3][OH:4].F[C:8]1[CH:13]=[C:12]([F:14])[CH:11]=[C:10](F)[C:9]=1[N+:16]([O-:18])=[O:17].[OH2:19], predict the reaction product. (9) Given the reactants [F:1][C:2]1[CH:7]=[C:6]([C:8]([F:11])([F:10])[F:9])[CH:5]=[CH:4][C:3]=1[CH:12]1[CH2:17][C:16](=[O:18])[NH:15][C:14]([CH3:19])=[C:13]1[C:20]([OH:22])=O.[NH2:23][C:24]1[CH:25]=[C:26]2[C:30](=[CH:31][CH:32]=1)[NH:29][N:28]=[C:27]2[Cl:33].C(Cl)CCl.CCN(CC)CC, predict the reaction product. The product is: [Cl:33][C:27]1[C:26]2[C:30](=[CH:31][CH:32]=[C:24]([NH:23][C:20]([C:13]3[CH:12]([C:3]4[CH:4]=[CH:5][C:6]([C:8]([F:11])([F:10])[F:9])=[CH:7][C:2]=4[F:1])[CH2:17][C:16](=[O:18])[NH:15][C:14]=3[CH3:19])=[O:22])[CH:25]=2)[NH:29][N:28]=1.